This data is from Peptide-MHC class II binding affinity with 134,281 pairs from IEDB. The task is: Regression. Given a peptide amino acid sequence and an MHC pseudo amino acid sequence, predict their binding affinity value. This is MHC class II binding data. (1) The peptide sequence is PVGEIYKRWIILGLNKIV. The MHC is DRB1_1501 with pseudo-sequence DRB1_1501. The binding affinity (normalized) is 0.543. (2) The MHC is DRB3_0301 with pseudo-sequence DRB3_0301. The binding affinity (normalized) is 0.710. The peptide sequence is VKREACPGTSVIIDG.